The task is: Predict the reactants needed to synthesize the given product.. This data is from Full USPTO retrosynthesis dataset with 1.9M reactions from patents (1976-2016). Given the product [CH3:1][C:2]1[CH:10]=[C:9]([B:11]2[O:15][C:14]([CH3:17])([CH3:16])[C:13]([CH3:19])([CH3:18])[O:12]2)[CH:8]=[CH:7][C:3]=1[C:4]([NH2:6])=[O:5].[C:24]([C:23]1[CH:26]=[CH:27][N:28]=[C:21]([NH:6][C:4](=[O:5])[C:3]2[CH:7]=[CH:8][C:9]([B:11]3[O:15][C:14]([CH3:17])([CH3:16])[C:13]([CH3:19])([CH3:18])[O:12]3)=[CH:10][C:2]=2[CH3:1])[CH:22]=1)#[N:25], predict the reactants needed to synthesize it. The reactants are: [CH3:1][C:2]1[CH:10]=[C:9]([B:11]2[O:15][C:14]([CH3:17])([CH3:16])[C:13]([CH3:19])([CH3:18])[O:12]2)[CH:8]=[CH:7][C:3]=1[C:4]([NH2:6])=[O:5].Cl[C:21]1[CH:22]=[C:23]([CH:26]=[CH:27][N:28]=1)[C:24]#[N:25].